The task is: Predict the product of the given reaction.. This data is from Forward reaction prediction with 1.9M reactions from USPTO patents (1976-2016). (1) Given the reactants [S:1]1[C:5]2[CH:6]=[CH:7][C:8]([CH:10]=[O:11])=[CH:9][C:4]=2[CH:3]=[CH:2]1.[CH2:12](O)[CH2:13][OH:14].O.C1(C)C=CC(S(O)(=O)=O)=CC=1.[OH-].[Na+], predict the reaction product. The product is: [S:1]1[C:5]2[CH:6]=[CH:7][C:8]([CH:10]3[O:14][CH2:13][CH2:12][O:11]3)=[CH:9][C:4]=2[CH:3]=[CH:2]1. (2) Given the reactants [OH-].[Na+].C([O:5][C:6]([C:8]1[C:12]2[CH2:13][CH2:14][C:15]([CH3:17])([CH3:16])[C:11]=2[NH:10][N:9]=1)=[O:7])C, predict the reaction product. The product is: [CH3:16][C:15]1([CH3:17])[C:11]2[NH:10][N:9]=[C:8]([C:6]([OH:7])=[O:5])[C:12]=2[CH2:13][CH2:14]1. (3) Given the reactants Br[C:2]1[CH:7]=[CH:6][CH:5]=[CH:4][N:3]=1.CC1(C)C(C)(C)OB([C:16]2[CH:17]=[CH:18][C:19]([NH2:22])=[N:20][CH:21]=2)O1.C(=O)([O-])[O-].[Na+].[Na+], predict the reaction product. The product is: [N:3]1[CH:4]=[CH:5][CH:6]=[CH:7][C:2]=1[C:16]1[CH:21]=[N:20][C:19]([NH2:22])=[CH:18][CH:17]=1. (4) Given the reactants [CH3:1][N:2]([CH3:20])[C:3]1[CH:8]=[CH:7][C:6]([CH2:9][NH:10][C:11]2[CH:16]=[CH:15][C:14]([CH2:17][CH2:18][CH3:19])=[CH:13][CH:12]=2)=[CH:5][CH:4]=1.[CH:21]([C:24]1[CH:29]=[CH:28][CH:27]=[C:26]([CH:30]([CH3:32])[CH3:31])[C:25]=1[N:33]=[C:34]=[O:35])([CH3:23])[CH3:22], predict the reaction product. The product is: [CH:21]([C:24]1[CH:29]=[CH:28][CH:27]=[C:26]([CH:30]([CH3:31])[CH3:32])[C:25]=1[NH:33][C:34](=[O:35])[N:10]([CH2:9][C:6]1[CH:5]=[CH:4][C:3]([N:2]([CH3:20])[CH3:1])=[CH:8][CH:7]=1)[C:11]1[CH:16]=[CH:15][C:14]([CH2:17][CH2:18][CH3:19])=[CH:13][CH:12]=1)([CH3:22])[CH3:23]. (5) The product is: [Cl:1][C:2]1[CH:3]=[C:4]([F:34])[C:5]([C:8]2([C:11]([N:13]3[CH2:17][C@H:16]([S:18]([C:21]4[CH:26]=[CH:25][CH:24]=[CH:23][C:22]=4[C:27]([F:30])([F:29])[F:28])(=[O:19])=[O:20])[CH2:15][C@H:14]3[C:31]([NH:35][C@@H:36]([CH2:45][CH2:46][CH3:47])[C:37](=[O:44])[C:38]([NH:40][CH:41]3[CH2:43][CH2:42]3)=[O:39])=[O:32])=[O:12])[CH2:10][CH2:9]2)=[N:6][CH:7]=1. Given the reactants [Cl:1][C:2]1[CH:3]=[C:4]([F:34])[C:5]([C:8]2([C:11]([N:13]3[CH2:17][C@H:16]([S:18]([C:21]4[CH:26]=[CH:25][CH:24]=[CH:23][C:22]=4[C:27]([F:30])([F:29])[F:28])(=[O:20])=[O:19])[CH2:15][C@H:14]3[C:31](O)=[O:32])=[O:12])[CH2:10][CH2:9]2)=[N:6][CH:7]=1.[NH2:35][C@@H:36]([CH2:45][CH2:46][CH3:47])[C@H:37]([OH:44])[C:38]([NH:40][CH:41]1[CH2:43][CH2:42]1)=[O:39], predict the reaction product. (6) Given the reactants [CH3:1][C:2]([CH3:27])([CH3:26])[C:3]#[C:4][C:5]1[S:9][C:8]([C:10]([O:12][CH3:13])=[O:11])=[C:7]([NH:14][C@@H:15]([CH2:24][CH3:25])[C:16]([N:18]2[CH2:23][CH2:22][O:21][CH2:20][CH2:19]2)=[O:17])[CH:6]=1.[Cl:28][C:29]1[CH:37]=[C:36]([Cl:38])[CH:35]=[CH:34][C:30]=1[C:31](Cl)=[O:32].N1C=CC=CC=1, predict the reaction product. The product is: [CH3:1][C:2]([CH3:26])([CH3:27])[C:3]#[C:4][C:5]1[S:9][C:8]([C:10]([O:12][CH3:13])=[O:11])=[C:7]([N:14]([C:31](=[O:32])[C:30]2[CH:34]=[CH:35][C:36]([Cl:38])=[CH:37][C:29]=2[Cl:28])[C@H:15]([C:16]([N:18]2[CH2:23][CH2:22][O:21][CH2:20][CH2:19]2)=[O:17])[CH2:24][CH3:25])[CH:6]=1. (7) Given the reactants [CH2:1]([CH:8]1[CH2:13][CH2:12][C:11](=[CH:14][C:15]2[NH:19][C:18]3[CH:20]=[CH:21][CH:22]=[CH:23][C:17]=3[N:16]=2)[CH2:10][CH2:9]1)[C:2]1[CH:7]=[CH:6][CH:5]=[CH:4][CH:3]=1.[OH2:24].[OH-].[Na+].OO, predict the reaction product. The product is: [NH:19]1[C:18]2[CH:20]=[CH:21][CH:22]=[CH:23][C:17]=2[N:16]=[C:15]1[CH:14]([CH:11]1[CH2:10][CH2:9][CH:8]([CH2:1][C:2]2[CH:3]=[CH:4][CH:5]=[CH:6][CH:7]=2)[CH2:13][CH2:12]1)[OH:24]. (8) The product is: [CH3:1][S:2][C:3]1[C:4]([N:17]=[O:18])=[C:5]2[N:10]([C:11]=1[C:12]([O:14][CH2:15][CH3:16])=[O:13])[CH:9]=[CH:8][CH:7]=[CH:6]2. Given the reactants [CH3:1][S:2][C:3]1[CH:4]=[C:5]2[N:10]([C:11]=1[C:12]([O:14][CH2:15][CH3:16])=[O:13])[CH:9]=[CH:8][CH:7]=[CH:6]2.[N:17]([O-])=[O:18].[Na+].[OH-].[Na+], predict the reaction product. (9) Given the reactants [C:1]1([CH3:11])[CH:6]=[CH:5][C:4](/[CH:7]=[CH:8]/[CH:9]=[O:10])=[CH:3][CH:2]=1.Br[CH2:13][C:14]1[CH:27]=[CH:26][CH:25]=[CH:24][C:15]=1[O:16][Si](C(C)(C)C)(C)C, predict the reaction product. The product is: [C:1]1([CH3:11])[CH:2]=[CH:3][C:4]([C@H:7]2[CH2:8][C:9](=[O:10])[O:16][C:15]3[CH:24]=[CH:25][CH:26]=[CH:27][C:14]=3[CH2:13]2)=[CH:5][CH:6]=1.